Dataset: Forward reaction prediction with 1.9M reactions from USPTO patents (1976-2016). Task: Predict the product of the given reaction. (1) Given the reactants [Si:1]([O:8][C:9]1[CH:42]=[CH:41][C:12]([C:13]([NH:15][NH:16][C:17](=O)[C@H:18]([NH:29][C:30]2[CH:35]=[CH:34][C:33]([C:36]#[N:37])=[C:32]([Cl:38])[C:31]=2[CH3:39])[C@H:19]([O:21][Si:22]([C:25]([CH3:28])([CH3:27])[CH3:26])([CH3:24])[CH3:23])[CH3:20])=[O:14])=[CH:11][CH:10]=1)([C:4]([CH3:7])([CH3:6])[CH3:5])([CH3:3])[CH3:2].C1C=CC(P(C2C=CC=CC=2)C2C=CC=CC=2)=CC=1.[Si](O[C@@H](C)[C@@H](NC1C=CC(C#N)=C(Cl)C=1C)C1OC(C2C=CC=C(O[Si](C(C)(C)C)(C)C)C=2)=NN=1)(C(C)(C)C)(C)C, predict the reaction product. The product is: [Si:22]([O:21][C@H:19]([CH3:20])[C@@H:18]([NH:29][C:30]1[CH:35]=[CH:34][C:33]([C:36]#[N:37])=[C:32]([Cl:38])[C:31]=1[CH3:39])[C:17]1[O:14][C:13]([C:12]2[CH:41]=[CH:42][C:9]([O:8][Si:1]([C:4]([CH3:6])([CH3:5])[CH3:7])([CH3:3])[CH3:2])=[CH:10][CH:11]=2)=[N:15][N:16]=1)([C:25]([CH3:26])([CH3:27])[CH3:28])([CH3:23])[CH3:24]. (2) Given the reactants [S:1]1[C:5]2[CH:6]=[CH:7][CH:8]=[CH:9][C:4]=2[N:3]=[C:2]1[NH:10][NH2:11].C([O:14][C:15](=O)[CH2:16][C:17]([C:19]1[CH:24]=[CH:23][CH:22]=[C:21]([CH3:25])[CH:20]=1)=O)C, predict the reaction product. The product is: [S:1]1[C:5]2[CH:6]=[CH:7][CH:8]=[CH:9][C:4]=2[N:3]=[C:2]1[N:10]1[C:15](=[O:14])[CH:16]=[C:17]([C:19]2[CH:24]=[CH:23][CH:22]=[C:21]([CH3:25])[CH:20]=2)[NH:11]1. (3) Given the reactants [CH3:1][O:2][C:3](=[O:54])[C@@H:4]([NH:21][C:22]([C@@H:24]1[CH2:33][C:32]2[CH:31]=[C:30]3[O:34][CH2:35][C@H:36]([C:38]4[CH:43]=[CH:42][C:41]([O:44][CH2:45][C:46]5[CH:51]=[CH:50][C:49]([Cl:52])=[C:48]([Cl:53])[CH:47]=5)=[CH:40][CH:39]=4)[O:37][C:29]3=[CH:28][C:27]=2[CH2:26][NH:25]1)=[O:23])[CH2:5][C:6]1[CH:11]=[CH:10][C:9]([O:12][C:13]2[CH:18]=[CH:17][N:16]=[C:15]([CH3:19])[C:14]=2[CH3:20])=[CH:8][CH:7]=1.[N:55]([CH:58]1[CH2:61][CH2:60][CH2:59]1)=[C:56]=[O:57], predict the reaction product. The product is: [CH3:1][O:2][C:3](=[O:54])[C@@H:4]([NH:21][C:22]([C@@H:24]1[CH2:33][C:32]2[CH:31]=[C:30]3[O:34][CH2:35][C@H:36]([C:38]4[CH:43]=[CH:42][C:41]([O:44][CH2:45][C:46]5[CH:51]=[CH:50][C:49]([Cl:52])=[C:48]([Cl:53])[CH:47]=5)=[CH:40][CH:39]=4)[O:37][C:29]3=[CH:28][C:27]=2[CH2:26][N:25]1[C:56](=[O:57])[NH:55][CH:58]1[CH2:61][CH2:60][CH2:59]1)=[O:23])[CH2:5][C:6]1[CH:7]=[CH:8][C:9]([O:12][C:13]2[CH:18]=[CH:17][N:16]=[C:15]([CH3:19])[C:14]=2[CH3:20])=[CH:10][CH:11]=1. (4) Given the reactants [CH2:1]=[CH:2][CH2:3][CH3:4].[C:5]1([SH:11])[CH:10]=[CH:9][CH:8]=[CH:7][CH:6]=1.N(C(C)(C)C#N)=NC(C)(C)C#N, predict the reaction product. The product is: [C:5]1([S:11][CH2:1][CH2:2][CH2:3][CH3:4])[CH:10]=[CH:9][CH:8]=[CH:7][CH:6]=1.